Task: Predict the reactants needed to synthesize the given product.. Dataset: Full USPTO retrosynthesis dataset with 1.9M reactions from patents (1976-2016) (1) Given the product [C:2]([C:6]1[CH:7]=[C:8]([NH:18][C:19]([NH:21][C:22]2[CH:23]=[N:24][C:25]([N:29]3[CH2:34][CH2:33][N:32]([C:39]([C:36]4([CH3:35])[CH2:38][CH2:37]4)=[O:40])[CH2:31][CH2:30]3)=[C:26]([Cl:28])[CH:27]=2)=[O:20])[N:9]([C:11]2[CH:16]=[CH:15][C:14]([CH3:17])=[CH:13][CH:12]=2)[N:10]=1)([CH3:5])([CH3:3])[CH3:4], predict the reactants needed to synthesize it. The reactants are: Cl.[C:2]([C:6]1[CH:7]=[C:8]([NH:18][C:19]([NH:21][C:22]2[CH:23]=[N:24][C:25]([N:29]3[CH2:34][CH2:33][NH:32][CH2:31][CH2:30]3)=[C:26]([Cl:28])[CH:27]=2)=[O:20])[N:9]([C:11]2[CH:16]=[CH:15][C:14]([CH3:17])=[CH:13][CH:12]=2)[N:10]=1)([CH3:5])([CH3:4])[CH3:3].[CH3:35][C:36]1([C:39](O)=[O:40])[CH2:38][CH2:37]1.O.ON1C2C=CC=CC=2N=N1.C(N(CC)CC)C. (2) Given the product [CH2:9]([N:8]1[C@@H:5]([CH2:4][CH:3]([CH3:13])[CH3:2])[CH2:6][S:16][C:14]1=[S:15])[CH:10]([CH3:12])[CH3:11], predict the reactants needed to synthesize it. The reactants are: Cl.[CH3:2][CH:3]([CH3:13])[CH2:4][C@H:5]([NH:8][CH2:9][CH:10]([CH3:12])[CH3:11])[CH2:6]O.[C:14](=[S:16])=[S:15].C([O-])([O-])=O.[Cs+].[Cs+]. (3) Given the product [C:1]([O:5][C:6](=[O:22])[NH:7][C:8]1[CH:13]=[CH:12][C:11]([C:14]2[CH:19]=[CH:18][CH:17]=[CH:16][C:15]=2[F:20])=[CH:10][C:9]=1[NH:21][C:28](=[O:27])[CH2:29][C:30](=[O:43])[C:31]1[CH:36]=[CH:35][CH:34]=[C:33]([C:37]2[CH:38]=[CH:39][N:40]=[CH:41][CH:42]=2)[CH:32]=1)([CH3:4])([CH3:2])[CH3:3], predict the reactants needed to synthesize it. The reactants are: [C:1]([O:5][C:6](=[O:22])[NH:7][C:8]1[CH:13]=[CH:12][C:11]([C:14]2[CH:19]=[CH:18][CH:17]=[CH:16][C:15]=2[F:20])=[CH:10][C:9]=1[NH2:21])([CH3:4])([CH3:3])[CH3:2].C([O:27][C:28](=O)[CH2:29][C:30](=[O:43])[C:31]1[CH:36]=[CH:35][CH:34]=[C:33]([C:37]2[CH:42]=[CH:41][N:40]=[CH:39][CH:38]=2)[CH:32]=1)(C)(C)C. (4) Given the product [NH2:11][C@H:12]1[CH2:17][CH2:16][N:15]([C:18]2[O:19][C:20]([CH:30]([CH3:31])[CH3:32])=[C:21]([C:23]([O:25][CH2:26][CH2:27][CH2:28][CH3:29])=[O:24])[N:22]=2)[CH2:14][C@H:13]1[O:33][CH3:34], predict the reactants needed to synthesize it. The reactants are: C(OC([NH:11][C@H:12]1[CH2:17][CH2:16][N:15]([C:18]2[O:19][C:20]([CH:30]([CH3:32])[CH3:31])=[C:21]([C:23]([O:25][CH2:26][CH2:27][CH2:28][CH3:29])=[O:24])[N:22]=2)[CH2:14][C@H:13]1[O:33][CH3:34])=O)C1C=CC=CC=1. (5) Given the product [CH:22]([N:13]([CH2:14][CH2:15][C:16]1[CH:21]=[CH:20][CH:19]=[CH:18][N:17]=1)[C:10]1[CH:11]=[CH:12][C:7]([NH:6][C:4](=[O:5])[C:3]2[CH:24]=[CH:25][C:26]([CH3:28])=[N:27][C:2]=2[S:32][CH:30]([CH3:31])[CH3:29])=[CH:8][CH:9]=1)=[O:23], predict the reactants needed to synthesize it. The reactants are: Cl[C:2]1[N:27]=[C:26]([CH3:28])[CH:25]=[CH:24][C:3]=1[C:4]([NH:6][C:7]1[CH:12]=[CH:11][C:10]([N:13]([CH:22]=[O:23])[CH2:14][CH2:15][C:16]2[CH:21]=[CH:20][CH:19]=[CH:18][N:17]=2)=[CH:9][CH:8]=1)=[O:5].[CH3:29][CH:30]([SH:32])[CH3:31].CC(C)([O-])C.[K+].C(OCC)(=O)C. (6) Given the product [O:21]=[C:15]([CH2:14][S:12][C:9]1[N:10]=[CH:11][NH:7][N:8]=1)[CH2:16][C:17]([O:19][CH3:20])=[O:18], predict the reactants needed to synthesize it. The reactants are: CC(C)([O-])C.[K+].[NH:7]1[CH:11]=[N:10][C:9]([SH:12])=[N:8]1.Cl[CH2:14][C:15](=[O:21])[CH2:16][C:17]([O:19][CH3:20])=[O:18].